The task is: Regression. Given two drug SMILES strings and cell line genomic features, predict the synergy score measuring deviation from expected non-interaction effect.. This data is from NCI-60 drug combinations with 297,098 pairs across 59 cell lines. (1) Drug 1: C1=NC2=C(N1)C(=S)N=CN2. Drug 2: C1=NNC2=C1C(=O)NC=N2. Cell line: MCF7. Synergy scores: CSS=29.2, Synergy_ZIP=-7.54, Synergy_Bliss=1.26, Synergy_Loewe=-8.77, Synergy_HSA=1.76. (2) Synergy scores: CSS=14.4, Synergy_ZIP=-9.72, Synergy_Bliss=-9.15, Synergy_Loewe=-15.3, Synergy_HSA=-10.1. Drug 2: CC(C)NC(=O)C1=CC=C(C=C1)CNNC.Cl. Cell line: UACC62. Drug 1: C1=CC(=CC=C1CCCC(=O)O)N(CCCl)CCCl. (3) Drug 1: C1CN1P(=S)(N2CC2)N3CC3. Drug 2: CN(C(=O)NC(C=O)C(C(C(CO)O)O)O)N=O. Cell line: NCI-H460. Synergy scores: CSS=40.3, Synergy_ZIP=-0.103, Synergy_Bliss=0.551, Synergy_Loewe=-40.4, Synergy_HSA=-0.398. (4) Drug 1: CN1C(=O)N2C=NC(=C2N=N1)C(=O)N. Drug 2: CCN(CC)CCCC(C)NC1=C2C=C(C=CC2=NC3=C1C=CC(=C3)Cl)OC. Cell line: CAKI-1. Synergy scores: CSS=3.83, Synergy_ZIP=0.282, Synergy_Bliss=-0.882, Synergy_Loewe=-29.5, Synergy_HSA=-9.22.